From a dataset of HIV replication inhibition screening data with 41,000+ compounds from the AIDS Antiviral Screen. Binary Classification. Given a drug SMILES string, predict its activity (active/inactive) in a high-throughput screening assay against a specified biological target. (1) The drug is COC(=O)C1=C2c3ccccc3NC(=O)N2NC1C(=O)OC. The result is 0 (inactive). (2) The molecule is O=C1c2ccccc2-c2oc(=O)c3ccccc3c21. The result is 0 (inactive). (3) The molecule is COc1cc(N)c2c(c1)SC(C)C(=O)N2. The result is 0 (inactive). (4) The drug is O=C1NC(=S)NC1=Cc1ccc(Br)s1. The result is 0 (inactive). (5) The compound is CC(NC(=O)CNC(=O)OC(C)(C)C)C(=O)NC(Cc1ccccc1)C(=O)OCc1ccccc1. The result is 0 (inactive). (6) The drug is CC(C)(C)C1=CC(O)(c2c3ccccc3c(C3(O)C=C(C(C)(C)C)C(=O)C(C(C)(C)C)=C3)c3ccccc23)C=C(C(C)(C)C)C1=O. The result is 0 (inactive). (7) The drug is N=c1ccn(CCO)c(=O)[nH]1. The result is 0 (inactive).